From a dataset of Forward reaction prediction with 1.9M reactions from USPTO patents (1976-2016). Predict the product of the given reaction. (1) Given the reactants [O:1]1[CH2:3][C@H:2]1[CH2:4][O:5][C:6]1[CH:15]=[CH:14][CH:13]=[C:12]2[C:7]=1[CH2:8][CH2:9][C:10](=[O:16])[NH:11]2.[CH:17]1[C:26]2[C:21](=[CH:22][CH:23]=[CH:24][CH:25]=2)[CH:20]=[CH:19][C:18]=1[N:27]1[CH2:34][C@H:33]2[NH:35][CH2:36][C@@H:28]1[CH2:29][CH:30]=[CH:31][CH2:32]2.C(O)C.CCN(C(C)C)C(C)C, predict the reaction product. The product is: [OH:1][CH:2]([CH2:3][N:35]1[CH2:36][CH:28]2[N:27]([C:18]3[CH:19]=[CH:20][C:21]4[C:26](=[CH:25][CH:24]=[CH:23][CH:22]=4)[CH:17]=3)[CH2:34][CH:33]1[CH2:32][CH:31]=[CH:30][CH2:29]2)[CH2:4][O:5][C:6]1[CH:15]=[CH:14][CH:13]=[C:12]2[C:7]=1[CH2:8][CH2:9][C:10](=[O:16])[NH:11]2. (2) Given the reactants O[C@@H:2]([CH2:18][CH2:19][N:20]1[C:25]2=[N:26][C:27]([O:30]C)=[CH:28][N:29]=[C:24]2[CH:23]=[CH:22][C:21]1=[O:32])[CH2:3][N:4]1[CH2:9][CH2:8][CH:7]([NH:10][C:11](=[O:17])[O:12][C:13]([CH3:16])([CH3:15])[CH3:14])[CH2:6][CH2:5]1.C(N(C(C)C)CC)(C)C.CS(OS(C)(=O)=O)(=O)=O.C([O-])(O)=O.[Na+], predict the reaction product. The product is: [O:30]=[C:27]1[N:26]2[C:25]3[N:20]([CH2:19][CH2:18][C@H:2]2[CH2:3][N:4]2[CH2:9][CH2:8][CH:7]([NH:10][C:11](=[O:17])[O:12][C:13]([CH3:16])([CH3:15])[CH3:14])[CH2:6][CH2:5]2)[C:21](=[O:32])[CH:22]=[CH:23][C:24]=3[N:29]=[CH:28]1. (3) Given the reactants [C:1]([NH:20][C@@H:21]([CH2:24][O:25][C:26]([C:39]1[CH:44]=[CH:43][CH:42]=[CH:41][CH:40]=1)([C:33]1[CH:38]=[CH:37][CH:36]=[CH:35][CH:34]=1)[C:27]1[CH:32]=[CH:31][CH:30]=[CH:29][CH:28]=1)[CH2:22][OH:23])([C:14]1[CH:19]=[CH:18][CH:17]=[CH:16][CH:15]=1)([C:8]1[CH:13]=[CH:12][CH:11]=[CH:10][CH:9]=1)[C:2]1[CH:7]=[CH:6][CH:5]=[CH:4][CH:3]=1.[CH2:45]([N:52]([CH2:69][C:70]1[CH:75]=[CH:74][CH:73]=[CH:72][CH:71]=1)[CH2:53][CH2:54][CH2:55][CH2:56][CH2:57][CH2:58][CH2:59][CH2:60][CH2:61][CH2:62][CH2:63]OS(C)(=O)=O)[C:46]1[CH:51]=[CH:50][CH:49]=[CH:48][CH:47]=1, predict the reaction product. The product is: [CH2:45]([N:52]([CH2:69][C:70]1[CH:71]=[CH:72][CH:73]=[CH:74][CH:75]=1)[CH2:53][CH2:54][CH2:55][CH2:56][CH2:57][CH2:58][CH2:59][CH2:60][CH2:61][CH2:62][CH2:63][O:23][CH2:22][C@@H:21]([NH:20][C:1]([C:14]1[CH:19]=[CH:18][CH:17]=[CH:16][CH:15]=1)([C:8]1[CH:9]=[CH:10][CH:11]=[CH:12][CH:13]=1)[C:2]1[CH:7]=[CH:6][CH:5]=[CH:4][CH:3]=1)[CH2:24][O:25][C:26]([C:39]1[CH:40]=[CH:41][CH:42]=[CH:43][CH:44]=1)([C:33]1[CH:34]=[CH:35][CH:36]=[CH:37][CH:38]=1)[C:27]1[CH:28]=[CH:29][CH:30]=[CH:31][CH:32]=1)[C:46]1[CH:51]=[CH:50][CH:49]=[CH:48][CH:47]=1. (4) Given the reactants [F:1][C:2]1[CH:3]=[C:4]([CH2:9][OH:10])[CH:5]=[CH:6][C:7]=1I.C[Si]([C:15]#[CH:16])(C)C, predict the reaction product. The product is: [C:15]([C:7]1[CH:6]=[CH:5][C:4]([CH2:9][OH:10])=[CH:3][C:2]=1[F:1])#[CH:16]. (5) Given the reactants [CH3:1][O:2][C:3]1[CH:44]=[C:43]([O:45][CH3:46])[CH:42]=[C:41]([O:47][CH3:48])[C:4]=1/[CH:5]=[CH:6]/[CH:7]([S:16]([CH:18](/[CH:27]=[CH:28]/[C:29]1[C:34]([O:35][CH3:36])=[CH:33][C:32]([O:37][CH3:38])=[CH:31][C:30]=1[O:39][CH3:40])[C:19]1[CH:24]=[CH:23][C:22]([O:25][CH3:26])=[CH:21][CH:20]=1)=[O:17])[C:8]1[CH:13]=[CH:12][C:11]([O:14][CH3:15])=[CH:10][CH:9]=1.[OH:49]O, predict the reaction product. The product is: [CH3:36][O:35][C:34]1[CH:33]=[C:32]([O:37][CH3:38])[CH:31]=[C:30]([O:39][CH3:40])[C:29]=1/[CH:28]=[CH:27]/[CH:18]([S:16]([CH:7](/[CH:6]=[CH:5]/[C:4]1[C:41]([O:47][CH3:48])=[CH:42][C:43]([O:45][CH3:46])=[CH:44][C:3]=1[O:2][CH3:1])[C:8]1[CH:13]=[CH:12][C:11]([O:14][CH3:15])=[CH:10][CH:9]=1)(=[O:49])=[O:17])[C:19]1[CH:20]=[CH:21][C:22]([O:25][CH3:26])=[CH:23][CH:24]=1. (6) Given the reactants Cl.[CH:2]1([CH2:5][O:6][C:7]2[CH:12]=[C:11]([F:13])[C:10]([O:14][CH3:15])=[CH:9][C:8]=2[C:16]2[CH:21]=[CH:20][N:19]=[C:18]3[C:22]([C:26]([NH:28][C@H:29]4[C@H:33]([OH:34])[CH2:32][NH:31][CH2:30]4)=[O:27])=[C:23]([CH3:25])[NH:24][C:17]=23)[CH2:4][CH2:3]1.[C:35](Cl)(=[O:38])[CH2:36][CH3:37], predict the reaction product. The product is: [CH:2]1([CH2:5][O:6][C:7]2[CH:12]=[C:11]([F:13])[C:10]([O:14][CH3:15])=[CH:9][C:8]=2[C:16]2[CH:21]=[CH:20][N:19]=[C:18]3[C:22]([C:26]([NH:28][C@H:29]4[C@H:33]([OH:34])[CH2:32][N:31]([C:35](=[O:38])[CH2:36][CH3:37])[CH2:30]4)=[O:27])=[C:23]([CH3:25])[NH:24][C:17]=23)[CH2:4][CH2:3]1. (7) Given the reactants C(OC([NH:8][C@H:9]([C:17]1[O:21][CH:20]=[N:19][C:18]=1[C:22]([O:24][CH3:25])=[O:23])[CH2:10][C:11]1[CH:16]=[CH:15][CH:14]=[CH:13][CH:12]=1)=O)(C)(C)C.C(OCC)C.[F:31][C:32]([F:37])([F:36])[C:33]([OH:35])=[O:34], predict the reaction product. The product is: [F:31][C:32]([F:37])([F:36])[C:33]([OH:35])=[O:34].[NH2:8][C@H:9]([C:17]1[O:21][CH:20]=[N:19][C:18]=1[C:22]([O:24][CH3:25])=[O:23])[CH2:10][C:11]1[CH:12]=[CH:13][CH:14]=[CH:15][CH:16]=1. (8) Given the reactants [Cl:1][C:2]1[CH:7]=[C:6]([C:8](Cl)=[O:9])[CH:5]=[CH:4][N:3]=1.[Cl:11][C:12]1[CH:13]=[C:14]2[C:20]3([CH2:25][CH2:24][N:23]([C:26]([O:28][C:29]([CH3:32])([CH3:31])[CH3:30])=[O:27])[CH2:22][CH2:21]3)[CH2:19][NH:18][C:15]2=[CH:16][CH:17]=1.C(N(CC)CC)C, predict the reaction product. The product is: [Cl:11][C:12]1[CH:13]=[C:14]2[C:20]3([CH2:21][CH2:22][N:23]([C:26]([O:28][C:29]([CH3:32])([CH3:31])[CH3:30])=[O:27])[CH2:24][CH2:25]3)[CH2:19][N:18]([C:8]([C:6]3[CH:5]=[CH:4][N:3]=[C:2]([Cl:1])[CH:7]=3)=[O:9])[C:15]2=[CH:16][CH:17]=1. (9) Given the reactants [OH:1][C:2]1([C:13]2[CH:18]=[CH:17][C:16]([C:19]([F:22])([F:21])[F:20])=[CH:15][CH:14]=2)[CH2:7][CH2:6][N:5](C(OCC)=O)[CH2:4][CH2:3]1.[OH-].[K+], predict the reaction product. The product is: [F:22][C:19]([F:20])([F:21])[C:16]1[CH:15]=[CH:14][C:13]([C:2]2([OH:1])[CH2:7][CH2:6][NH:5][CH2:4][CH2:3]2)=[CH:18][CH:17]=1. (10) The product is: [OH:40][C:36]1[CH:35]=[C:34]([NH:33][C:30]([C:29]2[C:22]3[C:21]([NH:20][C@H:18]([C:7]4[N:8]([C:12]5[CH:13]=[CH:14][CH:15]=[CH:16][CH:17]=5)[C:9](=[O:11])[C:10]5=[C:2]([CH3:1])[CH:3]=[CH:4][N:5]5[N:6]=4)[CH3:19])=[N:26][CH:25]=[N:24][C:23]=3[NH:27][CH:28]=2)=[O:31])[CH:39]=[CH:38][CH:37]=1. Given the reactants [CH3:1][C:2]1[CH:3]=[CH:4][N:5]2[C:10]=1[C:9](=[O:11])[N:8]([C:12]1[CH:17]=[CH:16][CH:15]=[CH:14][CH:13]=1)[C:7]([C@@H:18]([NH:20][C:21]1[C:22]3[C:29]([C:30](O)=[O:31])=[CH:28][NH:27][C:23]=3[N:24]=[CH:25][N:26]=1)[CH3:19])=[N:6]2.[NH2:33][C:34]1[CH:35]=[C:36]([OH:40])[CH:37]=[CH:38][CH:39]=1.C(N(C(C)C)CC)(C)C.C(P1(=O)OP(CCC)(=O)OP(CCC)(=O)O1)CC, predict the reaction product.